From a dataset of Full USPTO retrosynthesis dataset with 1.9M reactions from patents (1976-2016). Predict the reactants needed to synthesize the given product. (1) The reactants are: [NH2:1][CH:2]1[CH2:11][C:10]2[C:9]([C:12]([NH2:14])=[O:13])=[CH:8][CH:7]=[C:6]([F:15])[C:5]=2[O:4][CH2:3]1.[F:16][C:17]1[CH:18]=[C:19]2[C:23](=[CH:24][CH:25]=1)[NH:22][CH:21]=[C:20]2[CH2:26][CH2:27][CH2:28][C:29](=O)[CH3:30].C(O)(=O)C.C(O[BH-](OC(=O)C)OC(=O)C)(=O)C.[Na+]. Given the product [F:15][C:6]1[C:5]2[O:4][CH2:3][CH:2]([NH:1][CH:29]([CH3:30])[CH2:28][CH2:27][CH2:26][C:20]3[C:19]4[C:23](=[CH:24][CH:25]=[C:17]([F:16])[CH:18]=4)[NH:22][CH:21]=3)[CH2:11][C:10]=2[C:9]([C:12]([NH2:14])=[O:13])=[CH:8][CH:7]=1, predict the reactants needed to synthesize it. (2) The reactants are: [O:1]=[S:2]1(=[O:22])[CH:6]=[CH:5][C:4]2[CH:7]=[CH:8][C:9]([NH:11][C:12](=[O:21])[C:13]3[CH:18]=[CH:17][C:16]([O:19][CH3:20])=[CH:15][CH:14]=3)=[CH:10][C:3]1=2.[OH-:23].[Na+].[CH3:25]O. Given the product [CH3:20][O:19][C:16]1[CH:17]=[CH:18][C:13]([C:12]([NH:11][C:9]2[CH:8]=[CH:7][C:4]3[CH:5]([O:23][CH3:25])[CH2:6][S:2](=[O:22])(=[O:1])[C:3]=3[CH:10]=2)=[O:21])=[CH:14][CH:15]=1, predict the reactants needed to synthesize it. (3) Given the product [CH2:17]([N:14]1[CH2:13][CH2:12][CH:11]([N:10]2[CH2:9][CH2:8][C:3]3[CH:4]=[CH:5][CH:6]=[CH:7][C:2]=3[NH:1][C:24]2=[O:25])[CH2:16][CH2:15]1)[C:18]1[CH:19]=[CH:20][CH:21]=[CH:22][CH:23]=1, predict the reactants needed to synthesize it. The reactants are: [NH2:1][C:2]1[CH:7]=[CH:6][CH:5]=[CH:4][C:3]=1[CH2:8][CH2:9][NH:10][CH:11]1[CH2:16][CH2:15][N:14]([CH2:17][C:18]2[CH:23]=[CH:22][CH:21]=[CH:20][CH:19]=2)[CH2:13][CH2:12]1.[C:24](C1NC=CN=1)(C1NC=CN=1)=[O:25]. (4) Given the product [NH2:1][C:2]1[N:7]=[C:6]([C:8]2[O:9][CH:10]=[CH:11][CH:12]=2)[C:5]([C:13]#[N:14])=[C:4]([O:19][CH2:20][C:21]2[CH:26]=[CH:25][CH:24]=[CH:23][N:22]=2)[N:3]=1, predict the reactants needed to synthesize it. The reactants are: [NH2:1][C:2]1[N:7]=[C:6]([C:8]2[O:9][CH:10]=[CH:11][CH:12]=2)[C:5]([C:13]#[N:14])=[C:4](S(C)(=O)=O)[N:3]=1.[OH:19][CH2:20][C:21]1[CH:26]=[CH:25][CH:24]=[CH:23][N:22]=1.C1CCN2C(=NCCC2)CC1. (5) Given the product [CH3:5][Si:6]([CH3:13])([CH3:12])[CH2:7][CH2:8][C:9]([Cl:3])=[O:10], predict the reactants needed to synthesize it. The reactants are: S(Cl)([Cl:3])=O.[CH3:5][Si:6]([CH3:13])([CH3:12])[CH2:7][CH2:8][C:9](O)=[O:10]. (6) The reactants are: [CH2:1]([N:8]1[CH2:17][CH2:16][C:15]2[C:10](=[CH:11][C:12]([N:18]3[CH2:23][CH2:22][N:21]([CH2:24][CH2:25][CH2:26][CH2:27][C:28]4([C:41](=[O:48])[NH:42][CH2:43][C:44]([F:47])([F:46])[F:45])[C:40]5[CH:39]=[CH:38][CH:37]=[CH:36][C:35]=5[C:34]5[C:29]4=[CH:30][CH:31]=[CH:32][CH:33]=5)[CH2:20][CH2:19]3)=[CH:13][CH:14]=2)[C:9]1=[O:49])[C:2]1[CH:7]=[CH:6][CH:5]=[CH:4][CH:3]=1.[OH-].[Na+].C(=O)([O-])[O-].[K+].[K+].[CH2:58](Br)[CH:59]=[CH2:60]. Given the product [CH2:60]([N:42]([CH2:43][C:44]([F:45])([F:46])[F:47])[C:41]([C:28]1([CH2:27][CH2:26][CH2:25][CH2:24][N:21]2[CH2:22][CH2:23][N:18]([C:12]3[CH:11]=[C:10]4[C:15]([CH2:16][CH2:17][N:8]([CH2:1][C:2]5[CH:7]=[CH:6][CH:5]=[CH:4][CH:3]=5)[C:9]4=[O:49])=[CH:14][CH:13]=3)[CH2:19][CH2:20]2)[C:40]2[CH:39]=[CH:38][CH:37]=[CH:36][C:35]=2[C:34]2[C:29]1=[CH:30][CH:31]=[CH:32][CH:33]=2)=[O:48])[CH:59]=[CH2:58], predict the reactants needed to synthesize it. (7) Given the product [CH2:3]([N:10]1[CH2:11][CH:12]([CH2:22][OH:23])[CH:13]([C:15]2[CH:16]=[CH:17][CH:18]=[CH:19][C:20]=2[OH:21])[CH2:14]1)[C:4]1[CH:5]=[CH:6][CH:7]=[CH:8][CH:9]=1, predict the reactants needed to synthesize it. The reactants are: [AlH4-].[Li+].[CH2:3]([N:10]1[CH2:14][CH:13]2[C:15]3[CH:16]=[CH:17][CH:18]=[CH:19][C:20]=3[O:21][C:22](=[O:23])[CH:12]2[CH2:11]1)[C:4]1[CH:9]=[CH:8][CH:7]=[CH:6][CH:5]=1. (8) Given the product [Br:12][C:13]1[CH:14]=[C:15]([NH:19][C:20]([CH:7]2[CH2:8][CH2:9][CH2:10][C:11]2=[O:30])=[O:21])[CH:16]=[CH:17][CH:18]=1, predict the reactants needed to synthesize it. The reactants are: O1CCN([C:7]2[CH2:11][CH2:10][CH2:9][CH:8]=2)CC1.[Br:12][C:13]1[CH:14]=[C:15]([N:19]=[C:20]=[O:21])[CH:16]=[CH:17][CH:18]=1.CCCCCC.C(OCC)(=[O:30])C. (9) Given the product [NH2:46][C:3]1[CH:4]=[CH:5][C:6]([C:8]2[CH:17]=[CH:16][C:15]3[C:10](=[CH:11][CH:12]=[C:13]([C:18]4[N:22]([CH:23]5[CH2:28][CH2:27][CH2:26][CH2:25][CH2:24]5)[C:21]5[CH:29]=[CH:30][C:31]([C:33]([OH:34])=[O:51])=[CH:32][C:20]=5[N:19]=4)[CH:14]=3)[N:9]=2)=[CH:7][C:2]=1[Br:1], predict the reactants needed to synthesize it. The reactants are: [Br:1][C:2]1[CH:3]=[CH:4][C:5](O)=[C:6]([C:8]2[CH:17]=[CH:16][C:15]3[C:10](=[CH:11][CH:12]=[C:13]([C:18]4[N:22]([CH:23]5[CH2:28][CH2:27][CH2:26][CH2:25][CH2:24]5)[C:21]5[CH:29]=[CH:30][C:31]([C:33](O)=[O:34])=[CH:32][C:20]=5[N:19]=4)[CH:14]=3)[N:9]=2)[CH:7]=1.C(C1C=CC([NH:46]C(=O)C)=C(Br)C=1)(=O)C.[OH-:51].[K+].